From a dataset of Catalyst prediction with 721,799 reactions and 888 catalyst types from USPTO. Predict which catalyst facilitates the given reaction. (1) Reactant: [CH2:1]([O:3][C:4]([C:6]1[C:14]2[C:13](=[O:15])[CH2:12][CH2:11][CH2:10][C:9]=2[NH:8][CH:7]=1)=[O:5])[CH3:2].[C:16](O[C:16]([O:18][C:19]([CH3:22])([CH3:21])[CH3:20])=[O:17])([O:18][C:19]([CH3:22])([CH3:21])[CH3:20])=[O:17].C([O-])([O-])=O.[K+].[K+].C(OCC)(=O)C. Product: [CH2:1]([O:3][C:4]([C:6]1[C:14]2[C:13](=[O:15])[CH2:12][CH2:11][CH2:10][C:9]=2[N:8]([C:16]([O:18][C:19]([CH3:22])([CH3:21])[CH3:20])=[O:17])[CH:7]=1)=[O:5])[CH3:2]. The catalyst class is: 38. (2) Reactant: [F:1][C:2]1[C:11]([NH:12][S:13]([C:16]2[CH:21]=[CH:20][C:19]([N+:22]([O-])=O)=[CH:18][C:17]=2[NH:25][C:26](=[O:30])[O:27][CH2:28][CH3:29])(=[O:15])=[O:14])=[CH:10][C:5]2[B:6]([OH:9])[O:7][CH2:8][C:4]=2[CH:3]=1.CCOC(C)=O.[H][H]. Product: [NH2:22][C:19]1[CH:20]=[CH:21][C:16]([S:13](=[O:14])(=[O:15])[NH:12][C:11]2[C:2]([F:1])=[CH:3][C:4]3[CH2:8][O:7][B:6]([OH:9])[C:5]=3[CH:10]=2)=[C:17]([NH:25][C:26](=[O:30])[O:27][CH2:28][CH3:29])[CH:18]=1. The catalyst class is: 19. (3) Reactant: [OH:1][C@:2]12[CH2:18][CH2:17][C@H:16]([C:19]3[CH:20]=[CH:21][C:22](=[O:25])[O:23][CH:24]=3)[C@@:15]1([CH3:26])[CH2:14][CH2:13][C@H:12]1[C@H:3]2[CH2:4][CH2:5][C@H:6]2[C@:11]1([CH3:27])[CH2:10][CH2:9][C:8](=O)[CH2:7]2.C([O-])(C)=O.[NH4+].[BH3-][C:35]#[N:36].[Na+].Cl.C([O-])([O-])=O.[Na+].[Na+]. Product: [NH2:36][C@H:8]1[CH2:7][C@@H:6]2[C@@:11]([CH3:27])([C@@H:12]3[C@@H:3]([CH2:4][CH2:5]2)[C@:2]2([OH:1])[C@@:15]([CH3:26])([C@@H:16]([C:19]4[CH:20]=[CH:21][C:22](=[O:25])[O:23][CH:24]=4)[CH2:17][CH2:18]2)[CH2:14][CH2:13]3)[CH2:10][CH2:9]1.[NH2:36][C@@H:35]1[CH2:7][C@@H:6]2[C@@:11]([CH3:27])([C@@H:12]3[C@@H:3]([CH2:4][CH2:5]2)[C@:2]2([OH:1])[C@@:15]([CH3:26])([C@@H:16]([C:19]4[CH:20]=[CH:21][C:22](=[O:25])[O:23][CH:24]=4)[CH2:17][CH2:18]2)[CH2:14][CH2:13]3)[CH2:10][CH2:9]1. The catalyst class is: 5.